Dataset: Forward reaction prediction with 1.9M reactions from USPTO patents (1976-2016). Task: Predict the product of the given reaction. Given the reactants C[O:2][C:3]([C:5]1[CH:10]=[CH:9][C:8]([C:11]2[CH:16]=[CH:15][CH:14]=[C:13]([NH:17][CH2:18][C:19]3[CH:24]=[CH:23][CH:22]=[CH:21][CH:20]=3)[CH:12]=2)=[CH:7][CH:6]=1)=O.[NH2:25][OH:26].[OH-].[Na+], predict the reaction product. The product is: [OH:26][NH:25][C:3](=[O:2])[C:5]1[CH:10]=[CH:9][C:8]([C:11]2[CH:16]=[CH:15][CH:14]=[C:13]([NH:17][CH2:18][C:19]3[CH:24]=[CH:23][CH:22]=[CH:21][CH:20]=3)[CH:12]=2)=[CH:7][CH:6]=1.